From a dataset of Reaction yield outcomes from USPTO patents with 853,638 reactions. Predict the reaction yield, written as a fraction of the theoretical maximum amount of product (1.0 means a 100% yield; for example, 0.34 means a 34% yield). (1) The reactants are [NH2:1][C:2]1[C:11]2[C:6](=[C:7](Br)[CH:8]=[CH:9][CH:10]=2)[N:5]=[N:4][C:3]=1[C:13]([NH:15][CH:16]1[CH2:18][CH2:17]1)=[O:14].[F:19][C:20]1[CH:21]=[CH:22][C:23]([O:29][CH3:30])=[C:24](B(O)O)[CH:25]=1. No catalyst specified. The product is [NH2:1][C:2]1[C:11]2[C:6](=[C:7]([C:22]3[CH:21]=[C:20]([F:19])[CH:25]=[CH:24][C:23]=3[O:29][CH3:30])[CH:8]=[CH:9][CH:10]=2)[N:5]=[N:4][C:3]=1[C:13]([NH:15][CH:16]1[CH2:18][CH2:17]1)=[O:14]. The yield is 0.760. (2) The reactants are [CH3:1][C:2]1([CH3:23])[CH2:6][O:5][C:4]2=[CH:7][C:8]3[O:9][CH2:10][C:11]4([C:21]=3[CH:22]=[C:3]12)[C:19]1[C:14](=[CH:15][CH:16]=[CH:17][CH:18]=1)[NH:13][C:12]4=[O:20].Br[CH2:25][C:26]1[O:27][C:28]([C:31]([F:34])([F:33])[F:32])=[CH:29][CH:30]=1.C(=O)([O-])[O-].[Cs+].[Cs+]. The catalyst is CC(=O)CC. The product is [CH3:1][C:2]1([CH3:23])[CH2:6][O:5][C:4]2=[CH:7][C:8]3[O:9][CH2:10][C:11]4([C:21]=3[CH:22]=[C:3]12)[C:19]1[C:14](=[CH:15][CH:16]=[CH:17][CH:18]=1)[N:13]([CH2:25][C:26]1[O:27][C:28]([C:31]([F:34])([F:33])[F:32])=[CH:29][CH:30]=1)[C:12]4=[O:20]. The yield is 0.450. (3) The reactants are [Cl:1][C:2]1[CH:7]=[CH:6][C:5]([O:8][C:9]2[CH:16]=[CH:15][C:12]([CH:13]=O)=[CH:11][CH:10]=2)=[CH:4][C:3]=1[CH3:17].[H-].[Na+].[CH2:20]1COCC1. The catalyst is [Br-].C[P+](C1C=CC=CC=1)(C1C=CC=CC=1)C1C=CC=CC=1. The product is [Cl:1][C:2]1[CH:7]=[CH:6][C:5]([O:8][C:9]2[CH:16]=[CH:15][C:12]([CH:13]=[CH2:20])=[CH:11][CH:10]=2)=[CH:4][C:3]=1[CH3:17]. The yield is 0.590. (4) The reactants are [CH3:1][C:2]1[CH:7]=[CH:6][C:5]([C:8]2[N:13]=[C:12]3[CH:14]=[N:15][NH:16][C:11]3=[CH:10][C:9]=2[C:17]2[CH:24]=[CH:23][C:20]([C:21]#[N:22])=[CH:19][CH:18]=2)=[CH:4][CH:3]=1.C(C1C=CC(S(O[CH2:37][CH:38]2[CH2:42][CH2:41][N:40]([C:43]([O:45][C:46]([CH3:49])([CH3:48])[CH3:47])=[O:44])[CH2:39]2)(=O)=O)=CC=1)C.C(=O)([O-])[O-].[K+].[K+]. The catalyst is CN(C=O)C.CCOC(C)=O.O. The product is [C:21]([C:20]1[CH:23]=[CH:24][C:17]([C:9]2[CH:10]=[C:11]3[N:16]([CH2:37][CH:38]4[CH2:42][CH2:41][N:40]([C:43]([O:45][C:46]([CH3:47])([CH3:49])[CH3:48])=[O:44])[CH2:39]4)[N:15]=[CH:14][C:12]3=[N:13][C:8]=2[C:5]2[CH:4]=[CH:3][C:2]([CH3:1])=[CH:7][CH:6]=2)=[CH:18][CH:19]=1)#[N:22]. The yield is 0.430. (5) The reactants are [N:1]1[CH:6]=[CH:5][CH:4]=[CH:3][C:2]=1[C:7]([OH:9])=O.Cl.[CH3:11][NH:12][O:13][CH3:14].CCN=C=NCCCN(C)C.Cl.O.ON1C2C=CC=CC=2N=N1.C(N(CC)CC)C.C(=O)([O-])O.[Na+]. The catalyst is CN(C=O)C. The product is [CH3:14][O:13][N:12]([CH3:11])[C:7]([C:2]1[CH:3]=[CH:4][CH:5]=[CH:6][N:1]=1)=[O:9]. The yield is 0.730. (6) The reactants are C([NH:5][S:6]([C:9]1[CH:10]=[N:11][N:12]2[C:17]([NH:18][C:19]3[CH:24]=[CH:23][C:22]([F:25])=[CH:21][C:20]=3[CH3:26])=[C:16]([C:27]([N:29]3[CH2:34][CH2:33][CH:32]([C:35]4[CH:40]=[CH:39][CH:38]=[CH:37][CH:36]=4)[CH2:31][CH2:30]3)=[O:28])[CH:15]=[N:14][C:13]=12)(=[O:8])=[O:7])(C)(C)C.C1(OC)C=CC=CC=1. The catalyst is FC(F)(F)C(O)=O. The product is [F:25][C:22]1[CH:23]=[CH:24][C:19]([NH:18][C:17]2[N:12]3[N:11]=[CH:10][C:9]([S:6]([NH2:5])(=[O:8])=[O:7])=[C:13]3[N:14]=[CH:15][C:16]=2[C:27]([N:29]2[CH2:34][CH2:33][CH:32]([C:35]3[CH:36]=[CH:37][CH:38]=[CH:39][CH:40]=3)[CH2:31][CH2:30]2)=[O:28])=[C:20]([CH3:26])[CH:21]=1. The yield is 0.560. (7) The reactants are [NH:1]([C:12]([O:14][C:15]([CH3:18])([CH3:17])[CH3:16])=[O:13])[C@H:2]([C:9](O)=[O:10])[CH:3]1[CH2:8][CH2:7][CH2:6][CH2:5][CH2:4]1.Cl.CN.[CH3:22][N:23](C(ON1N=NC2C=CC=NC1=2)=[N+](C)C)C.F[P-](F)(F)(F)(F)F.C(OC([C@@H]1C[C@@H](O)C[C@H]1C(=O)N[C@]1(C(OCC)=O)C[C@H]1C=C)=O)(C)(C)C. No catalyst specified. The product is [C:15]([O:14][C:12](=[O:13])[NH:1][C@@H:2]([CH:3]1[CH2:8][CH2:7][CH2:6][CH2:5][CH2:4]1)[C:9](=[O:10])[NH:23][CH3:22])([CH3:18])([CH3:17])[CH3:16]. The yield is 0.760.